From a dataset of Forward reaction prediction with 1.9M reactions from USPTO patents (1976-2016). Predict the product of the given reaction. (1) Given the reactants Br[C:2]1[CH:3]=[C:4]([C:8]2([C:14]#[N:15])[CH2:13][CH2:12][O:11][CH2:10][CH2:9]2)[CH:5]=[CH:6][CH:7]=1.C(=O)([O-])[O-].[Na+].[Na+].C(=O)([O-])[O-].[Cs+].[Cs+].[NH2:28][C:29]1[CH:34]=[CH:33][C:32]([SH:35])=[CH:31][CH:30]=1, predict the reaction product. The product is: [NH2:28][C:29]1[CH:34]=[CH:33][C:32]([S:35][C:2]2[CH:3]=[C:4]([C:8]3([C:14]#[N:15])[CH2:13][CH2:12][O:11][CH2:10][CH2:9]3)[CH:5]=[CH:6][CH:7]=2)=[CH:31][CH:30]=1. (2) Given the reactants [CH3:13][C:12]([O:11][C:9](O[C:9]([O:11][C:12]([CH3:15])([CH3:14])[CH3:13])=[O:10])=[O:10])([CH3:15])[CH3:14].[NH2:16][CH2:17][CH2:18][C@H:19]([C:21]1[CH:26]=[CH:25][CH:24]=[C:23]([O:27][CH2:28][CH:29]2[CH2:34][CH2:33][O:32][CH2:31][CH2:30]2)[CH:22]=1)[OH:20], predict the reaction product. The product is: [OH:20][CH:19]([C:21]1[CH:26]=[CH:25][CH:24]=[C:23]([O:27][CH2:28][CH:29]2[CH2:34][CH2:33][O:32][CH2:31][CH2:30]2)[CH:22]=1)[CH2:18][CH2:17][NH:16][C:9](=[O:10])[O:11][C:12]([CH3:13])([CH3:14])[CH3:15]. (3) Given the reactants [CH3:1][C:2]1[N:3]=[CH:4][CH:5]=[C:6]2[C:11]=1[C:10](=[O:12])[N:9]([CH3:13])[C:8]1[CH:14]=[C:15]([O:24][CH2:25][C@@H:26]([NH:31]C(=O)OC(C)(C)C)[CH2:27][CH:28]([CH3:30])[CH3:29])[C:16]([C:18]3[CH:23]=[CH:22][CH:21]=[CH:20][N:19]=3)=[CH:17][C:7]2=1.Cl.O1CCOCC1.C([O-])(O)=O.[Na+], predict the reaction product. The product is: [NH2:31][C@@H:26]([CH2:27][CH:28]([CH3:30])[CH3:29])[CH2:25][O:24][C:15]1[C:16]([C:18]2[CH:23]=[CH:22][CH:21]=[CH:20][N:19]=2)=[CH:17][C:7]2[C:6]3[C:11](=[C:2]([CH3:1])[N:3]=[CH:4][CH:5]=3)[C:10](=[O:12])[N:9]([CH3:13])[C:8]=2[CH:14]=1. (4) Given the reactants Br[C:2]([F:9])([F:8])[C:3]([O:5][CH2:6][CH3:7])=[O:4].[O:10]=[C:11]1[CH2:16][CH2:15][N:14]([C:17]([O:19][C:20]([CH3:23])([CH3:22])[CH3:21])=[O:18])[CH2:13][CH2:12]1.C(OCC)(=O)C.Cl, predict the reaction product. The product is: [CH2:6]([O:5][C:3]([C:2]([F:9])([F:8])[C:11]1([OH:10])[CH2:12][CH2:13][N:14]([C:17]([O:19][C:20]([CH3:22])([CH3:21])[CH3:23])=[O:18])[CH2:15][CH2:16]1)=[O:4])[CH3:7]. (5) Given the reactants FC(F)(F)C(O)=O.[Br:8][C:9]1[CH:26]=[CH:25][C:12]([CH2:13][O:14][CH2:15][C@@H:16]2[CH2:18][C@@H:17]2[CH:19]2[CH2:24][CH2:23][NH:22][CH2:21][CH2:20]2)=[CH:11][CH:10]=1.[CH:27]([N:30](CC)C(C)C)(C)C.N#CBr, predict the reaction product. The product is: [Br:8][C:9]1[CH:10]=[CH:11][C:12]([CH2:13][O:14][CH2:15][C@@H:16]2[CH2:18][C@@H:17]2[CH:19]2[CH2:24][CH2:23][N:22]([C:27]#[N:30])[CH2:21][CH2:20]2)=[CH:25][CH:26]=1. (6) Given the reactants Cl[C:2]1[CH:3]=[N:4][CH:5]=[N:6][CH:7]=1.[C:8]1([OH:14])[CH:13]=[CH:12][CH:11]=[CH:10][CH:9]=1.C1OCCOC2C(=CC=CC=2)OCCOCCOC2C(=CC=CC=2)OC1.[OH-].[K+], predict the reaction product. The product is: [O:14]([C:5]1[N:4]=[CH:3][CH:2]=[CH:7][N:6]=1)[C:8]1[CH:13]=[CH:12][CH:11]=[CH:10][CH:9]=1. (7) The product is: [CH2:1]([O:8][CH:9]1[CH2:12][CH:11]([C:13]([O:24][CH2:23][CH2:22][C:16]2[CH:21]=[CH:20][CH:19]=[CH:18][CH:17]=2)=[O:14])[CH2:10]1)[C:2]1[CH:7]=[CH:6][CH:5]=[CH:4][CH:3]=1. Given the reactants [CH2:1]([O:8][CH:9]1[CH2:12][CH:11]([C:13](Cl)=[O:14])[CH2:10]1)[C:2]1[CH:7]=[CH:6][CH:5]=[CH:4][CH:3]=1.[C:16]1([CH2:22][CH2:23][OH:24])[CH:21]=[CH:20][CH:19]=[CH:18][CH:17]=1.N1C=CC=CC=1, predict the reaction product. (8) Given the reactants O.[OH-].[Li+].[CH:4]1([C@H:10]([NH:15][C:16]([C:18]2[C:27]([NH:28][C:29]([NH:31][C:32]3[C:37]([CH3:38])=[CH:36][C:35]([CH2:39][CH2:40][CH3:41])=[CH:34][C:33]=3[CH3:42])=[O:30])=[CH:26][C:25]3[C:20](=[CH:21][CH:22]=[CH:23][CH:24]=3)[CH:19]=2)=[O:17])[C:11]([O:13]C)=[O:12])[CH2:9][CH2:8][CH2:7][CH2:6][CH2:5]1.CO.Cl, predict the reaction product. The product is: [CH:4]1([C@H:10]([NH:15][C:16]([C:18]2[C:27]([NH:28][C:29]([NH:31][C:32]3[C:37]([CH3:38])=[CH:36][C:35]([CH2:39][CH2:40][CH3:41])=[CH:34][C:33]=3[CH3:42])=[O:30])=[CH:26][C:25]3[C:20](=[CH:21][CH:22]=[CH:23][CH:24]=3)[CH:19]=2)=[O:17])[C:11]([OH:13])=[O:12])[CH2:5][CH2:6][CH2:7][CH2:8][CH2:9]1.